Dataset: Forward reaction prediction with 1.9M reactions from USPTO patents (1976-2016). Task: Predict the product of the given reaction. The product is: [C:1]([O:5][CH:6]([C:11]1[C:16]([C:17]([F:18])([F:19])[F:20])=[CH:15][CH:14]=[C:13]([C:21]2[CH:22]=[N:23][S:24][CH:25]=2)[C:12]=1[C:26]1[CH:27]=[CH:28][C:29]2[O:34][CH2:33][CH2:32][CH2:31][C:30]=2[CH:35]=1)[C:7]([OH:9])=[O:8])([CH3:4])([CH3:2])[CH3:3]. Given the reactants [C:1]([O:5][CH:6]([C:11]1[C:16]([C:17]([F:20])([F:19])[F:18])=[CH:15][CH:14]=[C:13]([C:21]2[CH:22]=[N:23][S:24][CH:25]=2)[C:12]=1[C:26]1[CH:27]=[CH:28][C:29]2[O:34][CH2:33][CH2:32][CH2:31][C:30]=2[CH:35]=1)[C:7]([O:9]C)=[O:8])([CH3:4])([CH3:3])[CH3:2].[OH-].[Li+].Cl, predict the reaction product.